Dataset: Reaction yield outcomes from USPTO patents with 853,638 reactions. Task: Predict the reaction yield, written as a fraction of the theoretical maximum amount of product (1.0 means a 100% yield; for example, 0.34 means a 34% yield). The reactants are [C:1]([O:5][C:6]([NH:8][CH:9]([CH2:13][C:14]1[CH:19]=[CH:18][C:17]([Cl:20])=[CH:16][C:15]=1[CH3:21])[C:10]([OH:12])=O)=[O:7])([CH3:4])([CH3:3])[CH3:2].C1C=CC2N(O)N=NC=2C=1.CCN=C=NCCCN(C)C.CN1CCOCC1.[N:50]1([C:56]2[C:65]3[C:60](=[CH:61][CH:62]=[CH:63][CH:64]=3)[N:59]=[CH:58][N:57]=2)[CH2:55][CH2:54][NH:53][CH2:52][CH2:51]1. The catalyst is CN(C=O)C.C(OCC)(=O)C. The product is [C:1]([O:5][C:6](=[O:7])[NH:8][CH:9]([CH2:13][C:14]1[CH:19]=[CH:18][C:17]([Cl:20])=[CH:16][C:15]=1[CH3:21])[C:10](=[O:12])[N:53]1[CH2:54][CH2:55][N:50]([C:56]2[C:65]3[C:60](=[CH:61][CH:62]=[CH:63][CH:64]=3)[N:59]=[CH:58][N:57]=2)[CH2:51][CH2:52]1)([CH3:2])([CH3:3])[CH3:4]. The yield is 0.950.